Dataset: Catalyst prediction with 721,799 reactions and 888 catalyst types from USPTO. Task: Predict which catalyst facilitates the given reaction. (1) Reactant: [Cl:1][C:2]1[N:7]=[N:6][C:5]([NH2:8])=[C:4]([O:9][CH3:10])[CH:3]=1.Br[CH:12]([CH3:16])[C:13](=O)[CH3:14].C(=O)(O)[O-].[Na+]. Product: [Cl:1][C:2]1[CH:3]=[C:4]([O:9][CH3:10])[C:5]2[N:6]([C:12]([CH3:16])=[C:13]([CH3:14])[N:8]=2)[N:7]=1. The catalyst class is: 14. (2) Reactant: B(O)O.Br[C:5]1[S:9][C:8]([C:10]([O:12][CH2:13][CH3:14])=[O:11])=[CH:7][CH:6]=1.[C:15]1([CH3:21])[CH:20]=[CH:19][CH:18]=[CH:17][CH:16]=1.[C:22]([O-:25])([O-])=O.[Na+].[Na+]. Product: [C:15]1([CH2:21][O:25][C:22]2[CH:10]=[CH:8][CH:7]=[CH:6][C:5]=2[C:5]2[S:9][C:8]([C:10]([O:12][CH2:13][CH3:14])=[O:11])=[CH:7][CH:6]=2)[CH:20]=[CH:19][CH:18]=[CH:17][CH:16]=1. The catalyst class is: 14. (3) Reactant: CC1C=CC(S(O[CH2:12][C@@H:13]2[O:27][C:17]3=[C:18]4[C:23](=[CH:24][CH:25]=[C:16]3[O:15][CH2:14]2)[N:22]=[C:21]([CH3:26])[CH:20]=[CH:19]4)(=O)=O)=CC=1.C(=O)([O-])[O-].[K+].[K+].[NH:34]1[CH2:39][CH:38]=[C:37]([C:40]2[C:48]3[C:43](=[CH:44][CH:45]=[CH:46][CH:47]=3)[NH:42][CH:41]=2)[CH2:36][CH2:35]1. Product: [NH:42]1[C:43]2[C:48](=[CH:47][CH:46]=[CH:45][CH:44]=2)[C:40]([C:37]2[CH2:38][CH2:39][N:34]([CH2:12][CH:13]3[O:27][C:17]4=[C:18]5[C:23](=[CH:24][CH:25]=[C:16]4[O:15][CH2:14]3)[N:22]=[C:21]([CH3:26])[CH:20]=[CH:19]5)[CH2:35][CH:36]=2)=[CH:41]1. The catalyst class is: 118. (4) Reactant: [CH3:1][NH:2][C:3]1[N:8]=CC=C[N:4]=1.Br[CH2:10][C:11]([C:13]1[CH:18]=[CH:17][CH:16]=[CH:15][CH:14]=1)=O.O.NN.O. Product: [CH3:1][N:2]1[C:11]([C:13]2[CH:18]=[CH:17][CH:16]=[CH:15][CH:14]=2)=[CH:10][N:4]=[C:3]1[NH2:8]. The catalyst class is: 10. (5) Reactant: Cl[CH2:2][CH:3]([NH:7][C:8]([C:10]1[C:14]2[CH:15]=[C:16]([N:19]3[C:24](=[O:25])[CH:23]=[C:22]([C:26]([F:29])([F:28])[F:27])[N:21]([CH3:30])[C:20]3=[O:31])[CH:17]=[CH:18][C:13]=2[S:12][N:11]=1)=[O:9])[CH:4]([CH3:6])[CH3:5].[H-].[Na+]. Product: [CH:4]([CH:3]1[CH2:2][O:9][C:8]([C:10]2[C:14]3[CH:15]=[C:16]([N:19]4[C:24](=[O:25])[CH:23]=[C:22]([C:26]([F:28])([F:29])[F:27])[N:21]([CH3:30])[C:20]4=[O:31])[CH:17]=[CH:18][C:13]=3[S:12][N:11]=2)=[N:7]1)([CH3:5])[CH3:6]. The catalyst class is: 7. (6) Reactant: [C:1]([O:4][CH2:5][C:6]1[C:11]([OH:12])=[CH:10][CH:9]=[CH:8][N:7]=1)(=[O:3])[CH3:2].C(OC1C(COC(=O)C)=NC=CC=1)(=O)C.[Br:28]N1C(=O)CCC1=O.S([O-])([O-])(=O)=S.[Na+].[Na+]. Product: [Br:28][C:8]1[N:7]=[C:6]([CH2:5][O:4][C:1](=[O:3])[CH3:2])[C:11]([OH:12])=[CH:10][CH:9]=1. The catalyst class is: 489. (7) Reactant: [CH3:1][O:2][C:3]1[C:12]2[C:7](=[CH:8][CH:9]=[CH:10][CH:11]=2)[C:6]([NH:13]S(C2SC=CC=2)(=O)=O)=[CH:5][C:4]=1[S:22][CH2:23][C:24]([O:26][CH3:27])=[O:25].[Cl:28][C:29]1[CH:34]=[CH:33][C:32]([CH2:35][C:36](Cl)=[O:37])=[CH:31][CH:30]=1. Product: [Cl:28][C:29]1[CH:34]=[CH:33][C:32]([CH2:35][C:36]([NH:13][C:6]2[C:7]3[C:12](=[CH:11][CH:10]=[CH:9][CH:8]=3)[C:3]([O:2][CH3:1])=[C:4]([S:22][CH2:23][C:24]([O:26][CH3:27])=[O:25])[CH:5]=2)=[O:37])=[CH:31][CH:30]=1. The catalyst class is: 424. (8) Reactant: [N+:1]([C:4]1[CH:9]=[CH:8][C:7]([N:10]2[CH2:15][CH2:14][N:13]([C:16]([O:18][CH2:19][CH2:20][N:21]([CH3:23])[CH3:22])=[O:17])[CH2:12][CH2:11]2)=[CH:6][CH:5]=1)([O-])=O. Product: [NH2:1][C:4]1[CH:5]=[CH:6][C:7]([N:10]2[CH2:15][CH2:14][N:13]([C:16]([O:18][CH2:19][CH2:20][N:21]([CH3:23])[CH3:22])=[O:17])[CH2:12][CH2:11]2)=[CH:8][CH:9]=1. The catalyst class is: 465.